From a dataset of Forward reaction prediction with 1.9M reactions from USPTO patents (1976-2016). Predict the product of the given reaction. (1) The product is: [Cl:24][C:18]1[CH:19]=[C:20]([N+:21]([O-:23])=[O:22])[C:12]([S:11][C:5]2[CH:6]=[CH:7][C:8]([F:10])=[CH:9][C:4]=2[CH2:1][OH:2])=[C:13]([CH2:14][OH:15])[CH:17]=1. Given the reactants [C:1]([C:4]1[CH:9]=[C:8]([F:10])[CH:7]=[CH:6][C:5]=1[S:11][C:12]1[C:20]([N+:21]([O-:23])=[O:22])=[CH:19][C:18]([Cl:24])=[CH:17][C:13]=1[C:14](O)=[O:15])(O)=[O:2], predict the reaction product. (2) The product is: [CH3:1][C:2]1[CH:3]=[C:4]([CH:35]=[C:36]([CH3:38])[CH:37]=1)[C:5]([N:7]([C@H:28]([CH2:33][CH3:34])[C:29]([CH3:32])([CH3:31])[CH3:30])[NH:8][C:9]([C:10]1[CH:15]=[CH:14][C:13]2[CH:16]=[N:41][N:40]([CH3:39])[B:18]([OH:19])[C:12]=2[CH:11]=1)=[O:27])=[O:6]. Given the reactants [CH3:1][C:2]1[CH:3]=[C:4]([CH:35]=[C:36]([CH3:38])[CH:37]=1)[C:5]([N:7]([C@H:28]([CH2:33][CH3:34])[C:29]([CH3:32])([CH3:31])[CH3:30])[NH:8][C:9](=[O:27])[C:10]1[CH:15]=[CH:14][C:13]([CH:16]=O)=[C:12]([B:18]2OC(C)(C)C(C)(C)[O:19]2)[CH:11]=1)=[O:6].[CH3:39][NH:40][NH2:41].C(Cl)Cl, predict the reaction product. (3) Given the reactants [NH2:1][C:2]1[N:10]=[CH:9][N:8]=[C:7]2[C:3]=1[N:4]=[CH:5][N:6]2[C@H:11]1[C@H:15]([OH:16])[C@H:14]([OH:17])[C@@H:13]([CH2:18][OH:19])[O:12]1.O.[C:21]1(C)[CH:26]=CC(S(O)(=O)=O)=C[CH:22]=1.C(OCC)(OCC)OCC.C(=O)([O-])[O-].[K+].[K+], predict the reaction product. The product is: [NH2:1][C:2]1[N:10]=[CH:9][N:8]=[C:7]2[C:3]=1[N:4]=[CH:5][N:6]2[C@H:11]1[C@@H:15]2[O:16][C:21]([CH3:26])([CH3:22])[O:17][C@@H:14]2[C@@H:13]([CH2:18][OH:19])[O:12]1. (4) Given the reactants [CH2:1]([N:8]1[CH2:13][CH2:12][O:11][CH:10]([CH2:14][NH:15][C:16]2[C:21]([C:22]3[N:27]=[CH:26][N:25]=[C:24]([O:28][C:29]4[C:34]5[N:35]=[C:36]([NH2:38])[S:37][C:33]=5[CH:32]=[CH:31][CH:30]=4)[CH:23]=3)=[CH:20][CH:19]=[C:18]([C:39]([F:42])([F:41])[F:40])[N:17]=2)[CH2:9]1)[C:2]1[CH:7]=[CH:6][CH:5]=[CH:4][CH:3]=1.[C:43](OC(=O)C)(=[O:45])[CH3:44], predict the reaction product. The product is: [CH2:1]([N:8]1[CH2:13][CH2:12][O:11][CH:10]([CH2:14][NH:15][C:16]2[C:21]([C:22]3[N:27]=[CH:26][N:25]=[C:24]([O:28][C:29]4[C:34]5[N:35]=[C:36]([NH:38][C:43](=[O:45])[CH3:44])[S:37][C:33]=5[CH:32]=[CH:31][CH:30]=4)[CH:23]=3)=[CH:20][CH:19]=[C:18]([C:39]([F:41])([F:42])[F:40])[N:17]=2)[CH2:9]1)[C:2]1[CH:3]=[CH:4][CH:5]=[CH:6][CH:7]=1. (5) The product is: [Cl:1][C:2]1[CH:7]=[CH:6][C:5]([C:8]2[C:17]([C:18]([O:20][CH2:21][CH3:22])=[O:19])=[C:16]([C:15]([F:23])([F:24])[F:14])[S:10][N:9]=2)=[CH:4][CH:3]=1. Given the reactants [Cl:1][C:2]1[CH:7]=[CH:6][C:5]([C:8]2OC(=O)[S:10][N:9]=2)=[CH:4][CH:3]=1.[F:14][C:15]([F:24])([F:23])[C:16]#[C:17][C:18]([O:20][CH2:21][CH3:22])=[O:19], predict the reaction product.